The task is: Predict the reaction yield, written as a fraction of the theoretical maximum amount of product (1.0 means a 100% yield; for example, 0.34 means a 34% yield).. This data is from Reaction yield outcomes from USPTO patents with 853,638 reactions. (1) The reactants are Br[C:2]1[CH:3]=[C:4]([C:8]2([C:19]3[CH:24]=[CH:23][N:22]=[C:21]([CH:25]([F:27])[F:26])[CH:20]=3)[C:16]3[C:11](=[C:12]([F:17])[CH:13]=[CH:14][CH:15]=3)[C:10]([NH2:18])=[N:9]2)[CH:5]=[CH:6][CH:7]=1.[N:28]1[CH:33]=[C:32](B(O)O)[CH:31]=[N:30][CH:29]=1.C(=O)([O-])[O-].[Cs+].[Cs+]. The catalyst is C1C=CC(P(C2C=CC=CC=2)[C-]2C=CC=C2)=CC=1.C1C=CC(P(C2C=CC=CC=2)[C-]2C=CC=C2)=CC=1.Cl[Pd]Cl.[Fe+2].COCCOC.CCO.O. The product is [F:26][CH:25]([F:27])[C:21]1[CH:20]=[C:19]([C:8]2([C:4]3[CH:5]=[CH:6][CH:7]=[C:2]([C:32]4[CH:33]=[N:28][CH:29]=[N:30][CH:31]=4)[CH:3]=3)[C:16]3[C:11](=[C:12]([F:17])[CH:13]=[CH:14][CH:15]=3)[C:10]([NH2:18])=[N:9]2)[CH:24]=[CH:23][N:22]=1. The yield is 0.600. (2) The reactants are [Cl:1][C:2]1[CH:3]=[C:4]2[C:9](=[CH:10][CH:11]=1)[CH:8]=[C:7]([S:12]([CH2:15][CH2:16][C:17]([N:19]([CH2:33][CH2:34][C:35]([OH:37])=[O:36])[CH:20]1[CH2:25][CH2:24][N:23]([C:26]3[CH:31]=[CH:30][N:29]=[C:28]([CH3:32])[CH:27]=3)[CH2:22][CH2:21]1)=[O:18])(=[O:14])=[O:13])[CH:6]=[CH:5]2.S(=O)(=O)(O)O.[CH2:43](O)[CH3:44]. No catalyst specified. The product is [Cl:1][C:2]1[CH:3]=[C:4]2[C:9](=[CH:10][CH:11]=1)[CH:8]=[C:7]([S:12]([CH2:15][CH2:16][C:17]([N:19]([CH2:33][CH2:34][C:35]([O:37][CH2:43][CH3:44])=[O:36])[CH:20]1[CH2:25][CH2:24][N:23]([C:26]3[CH:31]=[CH:30][N:29]=[C:28]([CH3:32])[CH:27]=3)[CH2:22][CH2:21]1)=[O:18])(=[O:13])=[O:14])[CH:6]=[CH:5]2. The yield is 0.770.